This data is from Reaction yield outcomes from USPTO patents with 853,638 reactions. The task is: Predict the reaction yield, written as a fraction of the theoretical maximum amount of product (1.0 means a 100% yield; for example, 0.34 means a 34% yield). (1) The reactants are [Cl:1][C:2]1[C:10]([C:11]([F:14])([F:13])[F:12])=[CH:9][CH:8]=[CH:7][C:3]=1[C:4]([OH:6])=O.C(Cl)(=O)C(Cl)=O.O1CCCC1.[NH2:26][C:27]1[CH:28]=[C:29]([CH:46]=[CH:47][CH:48]=1)[O:30][C:31]1[CH:32]=[CH:33][C:34]2[N:35]([CH:37]=[C:38]([NH:40][C:41]([CH:43]3[CH2:45][CH2:44]3)=[O:42])[N:39]=2)[N:36]=1. The catalyst is CN(C)C=O.CN1CCCC1=O. The product is [Cl:1][C:2]1[C:10]([C:11]([F:14])([F:13])[F:12])=[CH:9][CH:8]=[CH:7][C:3]=1[C:4]([NH:26][C:27]1[CH:48]=[CH:47][CH:46]=[C:29]([O:30][C:31]2[CH:32]=[CH:33][C:34]3[N:35]([CH:37]=[C:38]([NH:40][C:41]([CH:43]4[CH2:44][CH2:45]4)=[O:42])[N:39]=3)[N:36]=2)[CH:28]=1)=[O:6]. The yield is 0.680. (2) The reactants are [CH2:1]([N:4]([CH2:15]/[CH:16]=[N:17]/[OH:18])[C:5](=[O:14])[O:6][CH2:7][C:8]1[CH:13]=[CH:12][CH:11]=[CH:10][CH:9]=1)[CH:2]=[CH2:3].Cl[O-].[Na+]. The catalyst is ClCCl. The product is [N:17]1[O:18][CH2:3][CH:2]2[CH2:1][N:4]([C:5]([O:6][CH2:7][C:8]3[CH:13]=[CH:12][CH:11]=[CH:10][CH:9]=3)=[O:14])[CH2:15][C:16]=12. The yield is 0.750. (3) The catalyst is C1COCC1. The product is [F:23][C:2]1([F:1])[CH2:6][CH2:5][N:4]([CH2:7][CH2:8][O:9][C:10]2[CH:15]=[CH:14][C:13]([NH:16][C:29](=[O:30])[C:28]3[CH:32]=[CH:33][C:25]([F:24])=[C:26]([CH3:34])[CH:27]=3)=[CH:12][C:11]=2[C:17]2[N:18]([CH3:22])[N:19]=[CH:20][CH:21]=2)[CH2:3]1. The yield is 0.320. The reactants are [F:1][C:2]1([F:23])[CH2:6][CH2:5][N:4]([CH2:7][CH2:8][O:9][C:10]2[CH:15]=[CH:14][C:13]([NH2:16])=[CH:12][C:11]=2[C:17]2[N:18]([CH3:22])[N:19]=[CH:20][CH:21]=2)[CH2:3]1.[F:24][C:25]1[CH:33]=[CH:32][C:28]([C:29](Cl)=[O:30])=[CH:27][C:26]=1[CH3:34].C(N(CC)CC)C. (4) The reactants are C(Cl)(=O)C(Cl)=O.CN(C)C=O.[C:12]([O:16][C:17]([N:19]1[CH2:24][CH2:23][O:22][CH2:21][CH:20]1[C:25](=O)[NH2:26])=[O:18])([CH3:15])([CH3:14])[CH3:13].N1C=CC=CC=1. The catalyst is C(#N)C. The product is [C:25]([CH:20]1[CH2:21][O:22][CH2:23][CH2:24][N:19]1[C:17]([O:16][C:12]([CH3:15])([CH3:14])[CH3:13])=[O:18])#[N:26]. The yield is 0.980. (5) The reactants are [CH2:1]([O:8][C:9](=[O:19])[NH:10][C@@H:11]1[CH2:16][CH2:15][CH2:14][CH2:13][C@H:12]1[CH:17]=O)[C:2]1[CH:7]=[CH:6][CH:5]=[CH:4][CH:3]=1.[BH-](O[C:30]([CH3:32])=O)(OC(C)=O)OC(C)=O.[Na+]. No catalyst specified. The product is [CH2:1]([O:8][C:9](=[O:19])[NH:10][C@@H:11]1[CH2:16][CH2:15][CH2:14][CH2:13][C@H:12]1[CH2:17][N:10]1[CH2:32][CH2:30][CH2:13][CH2:12][CH2:11]1)[C:2]1[CH:7]=[CH:6][CH:5]=[CH:4][CH:3]=1. The yield is 0.920. (6) The reactants are [C:1](O[K])([CH3:4])(C)C.[N+:7]([C:10]1[N:11]=[CH:12][NH:13][CH:14]=1)([O-:9])=[O:8].Br[CH2:16][CH2:17]Br. The catalyst is CN(C=O)C. The product is [N+:7]([C:10]1[N:11]=[CH:12][N:13]([CH2:16][CH2:17][N:11]2[CH:4]=[C:1]([N+:7]([O-:9])=[O:8])[N:13]=[CH:12]2)[CH:14]=1)([O-:9])=[O:8]. The yield is 0.450.